From a dataset of Reaction yield outcomes from USPTO patents with 853,638 reactions. Predict the reaction yield, written as a fraction of the theoretical maximum amount of product (1.0 means a 100% yield; for example, 0.34 means a 34% yield). The reactants are Cl.[CH3:2][O:3][C:4](=[O:17])[C@@H:5]([CH2:7][C:8]1[C:16]2[C:11](=[CH:12][CH:13]=[CH:14][CH:15]=2)[NH:10][CH:9]=1)[NH2:6].[CH:18]1[C:23]([CH:24]=O)=[CH:22][C:21]2[O:26][CH2:27][O:28][C:20]=2[CH:19]=1. The catalyst is C(O)(C)C. The product is [CH3:2][O:3][C:4]([C@H:5]1[NH:6][C@@H:24]([C:23]2[CH:18]=[CH:19][C:20]3[O:28][CH2:27][O:26][C:21]=3[CH:22]=2)[C:9]2[NH:10][C:11]3[C:16]([C:8]=2[CH2:7]1)=[CH:15][CH:14]=[CH:13][CH:12]=3)=[O:17]. The yield is 0.920.